Dataset: Reaction yield outcomes from USPTO patents with 853,638 reactions. Task: Predict the reaction yield, written as a fraction of the theoretical maximum amount of product (1.0 means a 100% yield; for example, 0.34 means a 34% yield). The reactants are [N:1]1([CH2:8][C:9]2[N:14]=[C:13]([C:15]([NH:17][C:18]3[CH:23]=[CH:22][C:21]([N:24]4[CH2:29][CH2:28][CH2:27][CH2:26][CH2:25]4)=[CH:20][C:19]=3[C:30]3[CH:35]=[C:34]([C:36](=[O:49])[NH:37][CH2:38][C:39]4[CH:44]=[CH:43][CH:42]=[C:41]([C:45]([F:48])([F:47])[F:46])[CH:40]=4)[CH:33]=[CH:32][N:31]=3)=[O:16])[CH:12]=[CH:11][CH:10]=2)[CH2:7][CH2:6][CH2:5][NH:4][CH2:3][CH2:2]1.C(N(CC)CC)C.[C:57](Cl)(=[O:59])[CH3:58]. The catalyst is ClCCl. The product is [C:57]([N:4]1[CH2:5][CH2:6][CH2:7][N:1]([CH2:8][C:9]2[N:14]=[C:13]([C:15]([NH:17][C:18]3[CH:23]=[CH:22][C:21]([N:24]4[CH2:25][CH2:26][CH2:27][CH2:28][CH2:29]4)=[CH:20][C:19]=3[C:30]3[CH:35]=[C:34]([C:36](=[O:49])[NH:37][CH2:38][C:39]4[CH:44]=[CH:43][CH:42]=[C:41]([C:45]([F:47])([F:46])[F:48])[CH:40]=4)[CH:33]=[CH:32][N:31]=3)=[O:16])[CH:12]=[CH:11][CH:10]=2)[CH2:2][CH2:3]1)(=[O:59])[CH3:58]. The yield is 0.870.